From a dataset of Reaction yield outcomes from USPTO patents with 853,638 reactions. Predict the reaction yield, written as a fraction of the theoretical maximum amount of product (1.0 means a 100% yield; for example, 0.34 means a 34% yield). (1) The reactants are [CH3:1][O:2][C:3]1[CH:4]=[C:5]([CH:21]=[CH:22][C:23]=1[O:24][CH2:25][C:26]1[N:27]=[C:28]([N:32]2[CH2:37][CH2:36][O:35][CH2:34][CH2:33]2)[S:29][C:30]=1[CH3:31])[CH2:6][O:7][C:8]1[C:12]([CH:13]=O)=[CH:11][N:10]([C:15]2[CH:20]=[CH:19][CH:18]=[CH:17][CH:16]=2)[N:9]=1.[Cl-].[CH2:39]([C:41]1[S:42][CH:43]=[C:44]([CH2:46][P+](C2C=CC=CC=2)(C2C=CC=CC=2)C2C=CC=CC=2)[N:45]=1)[CH3:40].C(=O)([O-])[O-].[K+].[K+].CN(C)C=O. The catalyst is O. The product is [CH2:39]([C:41]1[S:42][CH:43]=[C:44](/[CH:46]=[CH:13]\[C:12]2[C:8]([O:7][CH2:6][C:5]3[CH:21]=[CH:22][C:23]([O:24][CH2:25][C:26]4[N:27]=[C:28]([N:32]5[CH2:37][CH2:36][O:35][CH2:34][CH2:33]5)[S:29][C:30]=4[CH3:31])=[C:3]([O:2][CH3:1])[CH:4]=3)=[N:9][N:10]([C:15]3[CH:16]=[CH:17][CH:18]=[CH:19][CH:20]=3)[CH:11]=2)[N:45]=1)[CH3:40]. The yield is 0.280. (2) The reactants are [I:1][CH2:2][C:3](Cl)=[O:4].[OH:6][C:7]1[C:20]2[C:19](=[O:21])[C:18]3[C:13](=[CH:14][CH:15]=[CH:16][C:17]=3[OH:22])[C:12](=[O:23])[C:11]=2[CH:10]=[C:9]([NH2:24])[CH:8]=1.C(Cl)Cl.CO. The catalyst is O1CCOCC1.O. The product is [OH:6][C:7]1[C:20]2[C:19](=[O:21])[C:18]3[C:13](=[CH:14][CH:15]=[CH:16][C:17]=3[OH:22])[C:12](=[O:23])[C:11]=2[CH:10]=[C:9]([NH:24][C:3](=[O:4])[CH2:2][I:1])[CH:8]=1. The yield is 0.330. (3) The reactants are [CH3:1][O:2][C:3]1[C:4]([NH:15][C:16](=[O:20])OCC)=[N:5][C:6]2[C:11]([N:12]=1)=[CH:10][C:9]([O:13][CH3:14])=[CH:8][CH:7]=2.[Cl:21][C:22]1[CH:23]=[C:24]([N:28]2[CH2:33][CH2:32][NH:31][CH2:30][CH2:29]2)[CH:25]=[CH:26][CH:27]=1. No catalyst specified. The product is [CH3:1][O:2][C:3]1[C:4]([NH:15][C:16]([N:31]2[CH2:30][CH2:29][N:28]([C:24]3[CH:25]=[CH:26][CH:27]=[C:22]([Cl:21])[CH:23]=3)[CH2:33][CH2:32]2)=[O:20])=[N:5][C:6]2[C:11]([N:12]=1)=[CH:10][C:9]([O:13][CH3:14])=[CH:8][CH:7]=2. The yield is 0.850. (4) The reactants are C(OC[N:9]1[C:13]2[N:14]=[N:15][CH:16]=[C:17]([C:18]3[CH:19]=[N:20][N:21]([CH:23]4[CH2:27][CH2:26][CH2:25][CH:24]4[C:28]#[N:29])[CH:22]=3)[C:12]=2[CH:11]=[CH:10]1)(=O)C(C)(C)C.[OH-].[Na+]. The catalyst is CO. The product is [N:14]1[C:13]2[NH:9][CH:10]=[CH:11][C:12]=2[C:17]([C:18]2[CH:19]=[N:20][N:21]([CH:23]3[CH2:27][CH2:26][CH2:25][CH:24]3[C:28]#[N:29])[CH:22]=2)=[CH:16][N:15]=1. The yield is 0.480. (5) The reactants are [Br:1][C:2]1[CH:7]=[CH:6][C:5]([O:8][CH3:9])=[CH:4][C:3]=1[NH2:10].C(O[CH:14]=[C:15]([C:21]([O:23][CH2:24][CH3:25])=[O:22])[C:16]([O:18][CH2:19][CH3:20])=[O:17])C. No catalyst specified. The product is [CH2:19]([O:18][C:16](=[O:17])[C:15](=[CH:14][NH:10][C:3]1[CH:4]=[C:5]([O:8][CH3:9])[CH:6]=[CH:7][C:2]=1[Br:1])[C:21]([O:23][CH2:24][CH3:25])=[O:22])[CH3:20]. The yield is 0.810.